This data is from Retrosynthesis with 50K atom-mapped reactions and 10 reaction types from USPTO. The task is: Predict the reactants needed to synthesize the given product. (1) Given the product O=[N+]([O-])c1ccc(F)c(CO)c1, predict the reactants needed to synthesize it. The reactants are: O=C(O)c1cc([N+](=O)[O-])ccc1F. (2) Given the product CCS(=O)(=O)NCc1cncc(-c2cc3ccccc3n2C)c1, predict the reactants needed to synthesize it. The reactants are: CCS(=O)(=O)Cl.Cn1c(-c2cncc(CN)c2)cc2ccccc21. (3) The reactants are: C[C@H]1C[C@H]2CSC(NC(=O)c3ccccc3)=N[C@@]2(c2ccc(F)cc2F)CO1. Given the product C[C@H]1C[C@H]2CSC(N)=N[C@@]2(c2ccc(F)cc2F)CO1, predict the reactants needed to synthesize it. (4) Given the product O=C(CN1C(=O)CN(C(=O)c2ccc(Cl)cc2)Cc2ccccc21)NCCc1cccnc1, predict the reactants needed to synthesize it. The reactants are: NCCc1cccnc1.O=C(O)CN1C(=O)CN(C(=O)c2ccc(Cl)cc2)Cc2ccccc21. (5) Given the product CC(C)(O)[C@H](CC1CC1)NC(=O)c1cnc(C2CC2)c(OCC2CC2)n1, predict the reactants needed to synthesize it. The reactants are: CC(C)(O)[C@@H](N)CC1CC1.O=C(O)c1cnc(C2CC2)c(OCC2CC2)n1. (6) Given the product C=C(C)C(=O)O, predict the reactants needed to synthesize it. The reactants are: C=C(C)C(=O)OC. (7) Given the product O=C1OCC=CCOC(=O)[C@H]2CCCN2C(=O)CCCCC(=O)N2CCC[C@H]12, predict the reactants needed to synthesize it. The reactants are: C=CCOC(=O)[C@H]1CCCN1C(=O)CCCCC(=O)N1CCC[C@@H]1C(=O)OCC=C.